This data is from Forward reaction prediction with 1.9M reactions from USPTO patents (1976-2016). The task is: Predict the product of the given reaction. (1) Given the reactants [CH:1]1[C:6]([Cl:7])=[C:5]([C:8]([OH:10])=[O:9])[N:4]=[C:3]([Cl:11])[CH:2]=1.[CH2:12]([CH2:14][NH2:15])[OH:13].C1(C)C=CC=CC=1.O, predict the reaction product. The product is: [CH:1]1[C:6]([Cl:7])=[C:5]([C:8]([OH:10])=[O:9])[N:4]=[C:3]([Cl:11])[CH:2]=1.[OH:13][CH2:12][CH2:14][NH2+:15][CH2:5][CH2:8][OH:9]. (2) Given the reactants [Cl:1][C:2]1[CH:3]=[C:4]([C:8]2[C:17]3[C:12](=[CH:13][CH:14]=[C:15]([C:18]([OH:33])([C:25]4[CH:30]=[CH:29][C:28]([CH2:31]O)=[CH:27][CH:26]=4)[C:19]4[N:23]([CH3:24])[CH:22]=[N:21][CH:20]=4)[CH:16]=3)[N:11]([CH3:34])[C:10](=[O:35])[CH:9]=2)[CH:5]=[CH:6][CH:7]=1.S(Cl)([Cl:38])=O, predict the reaction product. The product is: [Cl:38][CH2:31][C:28]1[CH:29]=[CH:30][C:25]([C:18]([OH:33])([C:19]2[N:23]([CH3:24])[CH:22]=[N:21][CH:20]=2)[C:15]2[CH:16]=[C:17]3[C:12](=[CH:13][CH:14]=2)[N:11]([CH3:34])[C:10](=[O:35])[CH:9]=[C:8]3[C:4]2[CH:5]=[CH:6][CH:7]=[C:2]([Cl:1])[CH:3]=2)=[CH:26][CH:27]=1. (3) Given the reactants C([O:8][C:9]1[CH:14]=[CH:13][C:12]([C:15]2[CH:20]=[CH:19][C:18]([C:21]3[N:22]([CH2:30][O:31][CH2:32][CH2:33][Si:34]([CH3:37])([CH3:36])[CH3:35])[CH:23]=[C:24]([C:26]([F:29])([F:28])[F:27])[N:25]=3)=[CH:17][N:16]=2)=[CH:11][CH:10]=1)C1C=CC=CC=1.[H][H], predict the reaction product. The product is: [F:29][C:26]([F:27])([F:28])[C:24]1[N:25]=[C:21]([C:18]2[CH:19]=[CH:20][C:15]([C:12]3[CH:11]=[CH:10][C:9]([OH:8])=[CH:14][CH:13]=3)=[N:16][CH:17]=2)[N:22]([CH2:30][O:31][CH2:32][CH2:33][Si:34]([CH3:37])([CH3:35])[CH3:36])[CH:23]=1. (4) Given the reactants [F:1][C:2]1[CH:7]=[CH:6][CH:5]=[CH:4][C:3]=1[C:8]1[N:9]=[C:10]([CH2:28][N:29](C)[C:30](=O)OC(C)(C)C)[S:11][C:12]=1[S:13]([C:16]1[CH:21]=[CH:20][CH:19]=[C:18]([CH2:22][N:23]2[CH2:27][CH2:26][CH2:25][CH2:24]2)[CH:17]=1)(=[O:15])=[O:14].C(OCC)(=O)C.[ClH:44], predict the reaction product. The product is: [ClH:44].[ClH:44].[F:1][C:2]1[CH:7]=[CH:6][CH:5]=[CH:4][C:3]=1[C:8]1[N:9]=[C:10]([CH2:28][NH:29][CH3:30])[S:11][C:12]=1[S:13]([C:16]1[CH:21]=[CH:20][CH:19]=[C:18]([CH2:22][N:23]2[CH2:27][CH2:26][CH2:25][CH2:24]2)[CH:17]=1)(=[O:14])=[O:15]. (5) Given the reactants Cl.O1CCOCC1.[C:8]([C:10]1[CH:52]=[CH:51][C:13]([CH2:14][C@@:15]2([CH3:50])[N:19]3[C:20]([C:23]([NH:25][C:26]4([C:29]([NH:31][C@@H:32]5[CH2:36][CH2:35][C@H:34]([C:37]([O:39]C)=[O:38])[CH2:33]5)=[O:30])[CH2:28][CH2:27]4)=[O:24])=[CH:21][N:22]=[C:18]3[N:17]([C:41]3[CH:46]=[C:45]([Cl:47])[CH:44]=[C:43]([Cl:48])[CH:42]=3)[C:16]2=[O:49])=[CH:12][CH:11]=1)#[N:9], predict the reaction product. The product is: [C:8]([C:10]1[CH:52]=[CH:51][C:13]([CH2:14][C@@:15]2([CH3:50])[N:19]3[C:20]([C:23]([NH:25][C:26]4([C:29]([NH:31][C@@H:32]5[CH2:36][CH2:35][C@H:34]([C:37]([OH:39])=[O:38])[CH2:33]5)=[O:30])[CH2:27][CH2:28]4)=[O:24])=[CH:21][N:22]=[C:18]3[N:17]([C:41]3[CH:46]=[C:45]([Cl:47])[CH:44]=[C:43]([Cl:48])[CH:42]=3)[C:16]2=[O:49])=[CH:12][CH:11]=1)#[N:9]. (6) Given the reactants Cl.[CH3:2][NH2:3].C[Al](C)C.[CH3:8][O:9][C:10]1[CH:17]=[CH:16][C:13]([C:14]#[N:15])=[CH:12][CH:11]=1, predict the reaction product. The product is: [CH3:8][O:9][C:10]1[CH:17]=[CH:16][C:13]([C:14]([NH:3][CH3:2])=[NH:15])=[CH:12][CH:11]=1. (7) Given the reactants Cl[CH2:2][CH2:3][O:4][C:5]1[CH:10]=[CH:9][C:8]([C:11]([C:13]2[CH:18]=[C:17]([CH3:19])[CH:16]=[CH:15][C:14]=2[O:20][C:21]2[C:30]3[C:25](=[CH:26][C:27]([O:33][CH3:34])=[C:28]([O:31][CH3:32])[CH:29]=3)[N:24]=[CH:23][CH:22]=2)=[O:12])=[CH:7][CH:6]=1.C(=O)([O-])[O-].[K+].[K+].[NH:41]1[CH2:46][CH2:45][O:44][CH2:43][CH2:42]1.O, predict the reaction product. The product is: [CH3:32][O:31][C:28]1[CH:29]=[C:30]2[C:25](=[CH:26][C:27]=1[O:33][CH3:34])[N:24]=[CH:23][CH:22]=[C:21]2[O:20][C:14]1[CH:15]=[CH:16][C:17]([CH3:19])=[CH:18][C:13]=1[C:11]([C:8]1[CH:9]=[CH:10][C:5]([O:4][CH2:3][CH2:2][N:41]2[CH2:46][CH2:45][O:44][CH2:43][CH2:42]2)=[CH:6][CH:7]=1)=[O:12]. (8) Given the reactants N[C:2]1[CH:3]=[CH:4][C:5]([F:16])=[C:6]([C:8]2[C:13]([C:14]#[N:15])=[CH:12][N:11]=[CH:10][CH:9]=2)[CH:7]=1.N([O-])=O.[Na+].[BrH:21], predict the reaction product. The product is: [Br:21][C:2]1[CH:3]=[CH:4][C:5]([F:16])=[C:6]([C:8]2[C:13]([C:14]#[N:15])=[CH:12][N:11]=[CH:10][CH:9]=2)[CH:7]=1. (9) Given the reactants [OH-:1].[Na+].OO.[N:5]1[C:14]2[C:9](=[CH:10][CH:11]=[CH:12][CH:13]=2)[CH:8]=[C:7]([C:15]2[CH:23]=[CH:22][CH:21]=[C:20]3[C:16]=2[CH:17]=[N:18][N:19]3[C:24]2[CH:31]=[CH:30][C:27]([C:28]#[N:29])=[CH:26][CH:25]=2)[CH:6]=1.O, predict the reaction product. The product is: [N:5]1[C:14]2[C:9](=[CH:10][CH:11]=[CH:12][CH:13]=2)[CH:8]=[C:7]([C:15]2[CH:23]=[CH:22][CH:21]=[C:20]3[C:16]=2[CH:17]=[N:18][N:19]3[C:24]2[CH:31]=[CH:30][C:27]([C:28]([NH2:29])=[O:1])=[CH:26][CH:25]=2)[CH:6]=1.